This data is from Full USPTO retrosynthesis dataset with 1.9M reactions from patents (1976-2016). The task is: Predict the reactants needed to synthesize the given product. (1) The reactants are: [CH3:1][C:2]1[S:3][CH:4]=[C:5]([CH:7]([C:13]([CH3:15])=O)[C:8](OCC)=[O:9])[N:6]=1.[N:16]1[C:20]2[CH:21]=[CH:22][CH:23]=[CH:24][C:19]=2[NH:18][C:17]=1[CH2:25][C:26]#[N:27].C([O-])(=O)C.[NH4+]. Given the product [CH3:15][C:13]1[C:25]([C:26]#[N:27])=[C:17]2[N:18]([C:8](=[O:9])[C:7]=1[C:5]1[N:6]=[C:2]([CH3:1])[S:3][CH:4]=1)[C:19]1[CH:24]=[CH:23][CH:22]=[CH:21][C:20]=1[NH:16]2, predict the reactants needed to synthesize it. (2) Given the product [CH2:1]([N:3]1[C:7]2[CH:8]=[CH:9][C:10]([C:31](=[O:33])[CH3:32])=[CH:11][C:6]=2[N:5]=[C:4]1[CH2:13][C:14]1[N:15]([C:19]2[CH:24]=[CH:23][CH:22]=[C:21]([F:25])[CH:20]=2)[N:16]=[CH:17][CH:18]=1)[CH3:2], predict the reactants needed to synthesize it. The reactants are: [CH2:1]([N:3]1[C:7]2[CH:8]=[CH:9][C:10](Br)=[CH:11][C:6]=2[N:5]=[C:4]1[CH2:13][C:14]1[N:15]([C:19]2[CH:24]=[CH:23][CH:22]=[C:21]([F:25])[CH:20]=2)[N:16]=[CH:17][CH:18]=1)[CH3:2].C([Sn](CCCC)(CCCC)[C:31]([O:33]CC)=[CH2:32])CCC. (3) The reactants are: C[O:2][C:3]1[C:8]2[NH:9][C:10]([C:12]3[S:13][CH:14]=[CH:15][CH:16]=3)=[N:11][C:7]=2[C:6]([C:17]([OH:19])=O)=[CH:5][CH:4]=1.[NH2:20][CH2:21][CH2:22][C:23]1[CH:28]=[CH:27][C:26]([S:29]([NH2:32])(=[O:31])=[O:30])=[CH:25][CH:24]=1. Given the product [OH:2][C:3]1[C:8]2[NH:9][C:10]([C:12]3[S:13][CH:14]=[CH:15][CH:16]=3)=[N:11][C:7]=2[C:6]([C:17]([NH:20][CH2:21][CH2:22][C:23]2[CH:24]=[CH:25][C:26]([S:29](=[O:31])(=[O:30])[NH2:32])=[CH:27][CH:28]=2)=[O:19])=[CH:5][CH:4]=1, predict the reactants needed to synthesize it.